From a dataset of Forward reaction prediction with 1.9M reactions from USPTO patents (1976-2016). Predict the product of the given reaction. (1) Given the reactants [N:1](OCCC(C)C)=[O:2].[F:9][C:10]1[CH:11]=[C:12]2[C:16](=[CH:17][CH:18]=1)[NH:15][CH2:14][C:13]2([CH3:20])[CH3:19].O, predict the reaction product. The product is: [F:9][C:10]1[CH:11]=[C:12]2[C:16](=[CH:17][CH:18]=1)[N:15]([N:1]=[O:2])[CH2:14][C:13]2([CH3:20])[CH3:19]. (2) Given the reactants C[O:2][C:3](=[O:28])[CH2:4][C:5]1[C:13]2[C:8](=[N:9][CH:10]=[CH:11][CH:12]=2)[N:7]([CH2:14][C:15]2[CH:20]=[CH:19][C:18]([S:21]([CH2:24][CH3:25])(=[O:23])=[O:22])=[CH:17][C:16]=2[Cl:26])[C:6]=1[CH3:27].COC(=O)CC1C2C(=NC=CC=2)NC=1C.[H-].[Na+].BrCC1C=CC(S(CC)(=O)=O)=CC=1Cl.[I-].[Na+], predict the reaction product. The product is: [Cl:26][C:16]1[CH:17]=[C:18]([S:21]([CH2:24][CH3:25])(=[O:22])=[O:23])[CH:19]=[CH:20][C:15]=1[CH2:14][N:7]1[C:8]2=[N:9][CH:10]=[CH:11][CH:12]=[C:13]2[C:5]([CH2:4][C:3]([OH:28])=[O:2])=[C:6]1[CH3:27]. (3) Given the reactants [C:1]([C:3]1[CH:4]=[C:5]2[C:9](=[CH:10][CH:11]=1)[NH:8][C:7]([Si](CC)(CC)CC)=[C:6]2[CH2:19][CH2:20][NH:21][C:22]([C:24]1[CH:28]=[C:27]([CH2:29][C:30]2[CH:35]=[C:34]([F:36])[CH:33]=[CH:32][C:31]=2[F:37])[O:26][N:25]=1)=[O:23])#[N:2], predict the reaction product. The product is: [C:1]([C:3]1[CH:4]=[C:5]2[C:9](=[CH:10][CH:11]=1)[NH:8][CH:7]=[C:6]2[CH2:19][CH2:20][NH:21][C:22]([C:24]1[CH:28]=[C:27]([CH2:29][C:30]2[CH:35]=[C:34]([F:36])[CH:33]=[CH:32][C:31]=2[F:37])[O:26][N:25]=1)=[O:23])#[N:2]. (4) Given the reactants [ClH:1].O1CCOCC1.[F:8][C:9]1[CH:10]=[CH:11][C:12]([C:15]([NH:17][C:18]2[CH:19]=[CH:20][C:21]([F:41])=[C:22]([C:24]34[CH2:32][O:31][CH2:30][CH:29]3[CH2:28][S:27][C:26]([NH:33]C(=O)OC(C)(C)C)=[N:25]4)[CH:23]=2)=[O:16])=[N:13][CH:14]=1, predict the reaction product. The product is: [ClH:1].[NH2:33][C:26]1[S:27][CH2:28][C@@H:29]2[CH2:30][O:31][CH2:32][C@:24]2([C:22]2[CH:23]=[C:18]([NH:17][C:15](=[O:16])[C:12]3[CH:11]=[CH:10][C:9]([F:8])=[CH:14][N:13]=3)[CH:19]=[CH:20][C:21]=2[F:41])[N:25]=1. (5) Given the reactants [N:1]([CH2:4][CH2:5][CH2:6][O:7]C(=O)C)=[N+:2]=[N-:3].C(=O)([O-])[O-].[K+].[K+].[O-]S([O-])(=O)=O.[Mg+2].[S:23](Cl)([C:26]1[CH:32]=[CH:31][C:29]([CH3:30])=[CH:28][CH:27]=1)(=[O:25])=[O:24], predict the reaction product. The product is: [N:1]([CH2:4][CH2:5][CH2:6][O:7][S:23]([C:26]1[CH:32]=[CH:31][C:29]([CH3:30])=[CH:28][CH:27]=1)(=[O:25])=[O:24])=[N+:2]=[N-:3]. (6) The product is: [Cl:1][C:2]1[CH:29]=[CH:28][CH:27]=[CH:26][C:3]=1[CH2:4][N:5]([CH3:25])[C:6]([C:8]1[NH:9][C:10]([C:22]([NH:24][CH2:41][C:39]2[CH:38]=[CH:37][CH:52]=[CH:36][N:40]=2)=[O:23])=[C:11]([S:14]([N:17]2[CH2:18][CH2:19][CH2:20][CH2:21]2)(=[O:16])=[O:15])[C:12]=1[CH3:13])=[O:7]. Given the reactants [Cl:1][C:2]1[CH:29]=[C:28](Cl)[CH:27]=[CH:26][C:3]=1[CH2:4][N:5]([CH3:25])[C:6]([C:8]1[NH:9][C:10]([C:22]([NH2:24])=[O:23])=[C:11]([S:14]([N:17]2[CH2:21][CH2:20][CH2:19][CH2:18]2)(=[O:16])=[O:15])[C:12]=1[CH3:13])=[O:7].C(OC([C:36]1[NH:40][C:39]([C:41](O)=O)=[C:38](S(N2CCCC2)(=O)=O)[C:37]=1[CH3:52])=O)C.Cl.CN(C)CCCN=C=NCC.ON1C2C=CC=CC=2N=N1.N1C=CC=CC=1CN.ClC1C=CC=CC=1CNC, predict the reaction product.